Dataset: Catalyst prediction with 721,799 reactions and 888 catalyst types from USPTO. Task: Predict which catalyst facilitates the given reaction. (1) Product: [Cl:1][C:2]1[CH:10]=[C:9]2[C:5]([C:6](=[O:22])[C:7](=[O:21])[N:8]2[CH:11]([CH2:15][CH:16]2[CH2:20][CH2:19][CH2:18][CH2:17]2)[C:12]([NH:28][C:24]2[S:23][CH:27]=[CH:26][N:25]=2)=[O:13])=[CH:4][CH:3]=1. The catalyst class is: 42. Reactant: [Cl:1][C:2]1[CH:10]=[C:9]2[C:5]([C:6](=[O:22])[C:7](=[O:21])[N:8]2[CH:11]([CH2:15][CH:16]2[CH2:20][CH2:19][CH2:18][CH2:17]2)[C:12](O)=[O:13])=[CH:4][CH:3]=1.[S:23]1[CH:27]=[CH:26][N:25]=[C:24]1[NH2:28].C(N(CC)C(C)C)(C)C.F[P-](F)(F)(F)(F)F.N1(O[P+](N(C)C)(N(C)C)N(C)C)C2C=CC=CC=2N=N1. (2) Reactant: [N+:1]([C:4]1[CH:9]=[CH:8][C:7](/[CH:10]=[CH:11]/[C:12]([O:14][CH2:15][CH3:16])=[O:13])=[CH:6][CH:5]=1)([O-])=O.[H][H]. Product: [NH2:1][C:4]1[CH:5]=[CH:6][C:7]([CH2:10][CH2:11][C:12]([O:14][CH2:15][CH3:16])=[O:13])=[CH:8][CH:9]=1. The catalyst class is: 19. (3) Reactant: Br[C:2]1[CH:7]=[CH:6][CH:5]=[C:4]([S:8][CH2:9][CH3:10])[CH:3]=1.[Li]CCCC.C1CCCCC1.[CH:22]([CH:24]1[CH2:29][CH2:28][O:27][CH2:26][CH2:25]1)=[O:23]. Product: [CH2:9]([S:8][C:4]1[CH:3]=[C:2]([CH:22]([CH:24]2[CH2:29][CH2:28][O:27][CH2:26][CH2:25]2)[OH:23])[CH:7]=[CH:6][CH:5]=1)[CH3:10]. The catalyst class is: 1. (4) Reactant: [C:1]1([S:7][CH2:8][C@H:9]([NH2:12])[CH2:10][NH2:11])[CH:6]=[CH:5][CH:4]=[CH:3][CH:2]=1.[N:13]#[C:14][Br:15]. Product: [BrH:15].[C:1]1([S:7][CH2:8][C@@H:9]2[NH:12][C:14]([NH2:13])=[N:11][CH2:10]2)[CH:6]=[CH:5][CH:4]=[CH:3][CH:2]=1. The catalyst class is: 11. (5) Reactant: [C:1]([C:3]1[CH:4]=[C:5]([CH:24]=[CH:25][CH:26]=1)[C:6]([NH:8][C:9]1[CH:10]=[C:11]2[C:15](=[CH:16][CH:17]=1)[NH:14][CH:13]=[C:12]2[CH:18]1[CH2:23][CH2:22][NH:21][CH2:20][CH2:19]1)=[O:7])#[N:2].[N:27]([CH:30]1[CH2:34][CH2:33][CH2:32][CH2:31]1)=[C:28]=[O:29].C(N(CC)CC)C. Product: [C:1]([C:3]1[CH:4]=[C:5]([CH:24]=[CH:25][CH:26]=1)[C:6]([NH:8][C:9]1[CH:10]=[C:11]2[C:15](=[CH:16][CH:17]=1)[NH:14][CH:13]=[C:12]2[CH:18]1[CH2:19][CH2:20][N:21]([C:28]([NH:27][CH:30]2[CH2:34][CH2:33][CH2:32][CH2:31]2)=[O:29])[CH2:22][CH2:23]1)=[O:7])#[N:2]. The catalyst class is: 9. (6) Reactant: [OH-].[Na+].[Cl:3][C:4]1[CH:5]=[N:6][CH:7]=[C:8]([Cl:43])[C:9]=1[C:10](=[O:42])[CH2:11][N:12]([CH2:37][C:38]([CH3:41])([CH3:40])[CH3:39])[C:13]([C:15]1[CH:16]=[N:17][N:18]([C@H:24]2[CH2:29][CH2:28][C@H:27]([C:30]([O:32]CC)=[O:31])[C:26]([CH3:36])([CH3:35])[CH2:25]2)[C:19]=1[C:20]([F:23])([F:22])[F:21])=[O:14].C1COCC1. Product: [Cl:3][C:4]1[CH:5]=[N:6][CH:7]=[C:8]([Cl:43])[C:9]=1[C:10](=[O:42])[CH2:11][N:12]([CH2:37][C:38]([CH3:41])([CH3:40])[CH3:39])[C:13]([C:15]1[CH:16]=[N:17][N:18]([C@H:24]2[CH2:29][CH2:28][C@H:27]([C:30]([OH:32])=[O:31])[C:26]([CH3:36])([CH3:35])[CH2:25]2)[C:19]=1[C:20]([F:23])([F:22])[F:21])=[O:14]. The catalyst class is: 14. (7) Reactant: [CH3:1][C:2]1[O:6][C:5]([CH:7]([NH2:9])[CH3:8])=[CH:4][CH:3]=1.[NH2:10][C:11]1[N:12]=[C:13]([NH:26][C:27]2[CH:32]=[CH:31][C:30]([S:33](F)(=[O:35])=[O:34])=[CH:29][CH:28]=2)[S:14][C:15]=1[C:16](=[O:25])[C:17]1[C:22]([F:23])=[CH:21][CH:20]=[CH:19][C:18]=1[F:24]. Product: [NH2:10][C:11]1[N:12]=[C:13]([NH:26][C:27]2[CH:32]=[CH:31][C:30]([S:33]([NH:9][CH:7]([C:5]3[O:6][C:2]([CH3:1])=[CH:3][CH:4]=3)[CH3:8])(=[O:34])=[O:35])=[CH:29][CH:28]=2)[S:14][C:15]=1[C:16](=[O:25])[C:17]1[C:22]([F:23])=[CH:21][CH:20]=[CH:19][C:18]=1[F:24]. The catalyst class is: 254. (8) Reactant: [H-].[Na+].[CH2:3]([C:7]1[C:11]([CH2:12][OH:13])=[C:10](/[CH:14]=[CH:15]/[C:16]2[CH:21]=[CH:20][CH:19]=[CH:18][CH:17]=2)[O:9][N:8]=1)[CH2:4][CH2:5][CH3:6].Br[C:23]1[CH:32]=[CH:31][C:26]([C:27]([O:29][CH3:30])=[O:28])=[CH:25][N:24]=1. Product: [CH3:30][O:29][C:27](=[O:28])[C:26]1[CH:31]=[CH:32][C:23]([O:13][CH2:12][C:11]2[C:7]([CH2:3][CH2:4][CH2:5][CH3:6])=[N:8][O:9][C:10]=2/[CH:14]=[CH:15]/[C:16]2[CH:21]=[CH:20][CH:19]=[CH:18][CH:17]=2)=[N:24][CH:25]=1. The catalyst class is: 1.